Dataset: Reaction yield outcomes from USPTO patents with 853,638 reactions. Task: Predict the reaction yield, written as a fraction of the theoretical maximum amount of product (1.0 means a 100% yield; for example, 0.34 means a 34% yield). (1) The reactants are [CH3:1][N:2]([CH2:13][C:14]1[NH:18][C:17]2[CH:19]=[CH:20][CH:21]=[C:22]([C:23]([O:25]C)=O)[C:16]=2[N:15]=1)[CH:3]1[C:12]2[N:11]=[CH:10][CH:9]=[CH:8][C:7]=2[CH2:6][CH2:5][CH2:4]1.[CH3:27][N:28]([CH3:33])[CH2:29][CH:30](N)[CH3:31].C[N:35](C)C=O. No catalyst specified. The product is [CH3:33][N:28]([CH3:27])[CH2:29][CH2:30][CH2:31][NH:35][C:23]([C:22]1[C:16]2[N:15]=[C:14]([CH2:13][N:2]([CH3:1])[CH:3]3[C:12]4[N:11]=[CH:10][CH:9]=[CH:8][C:7]=4[CH2:6][CH2:5][CH2:4]3)[NH:18][C:17]=2[CH:19]=[CH:20][CH:21]=1)=[O:25]. The yield is 0.0500. (2) The product is [F:1][C:2]1[CH:11]=[CH:10][C:9]([NH:12][S:22]([C:17]2[CH:18]=[CH:19][CH:20]=[CH:21][C:16]=2[N+:13]([O-:15])=[O:14])(=[O:23])=[O:24])=[C:8]2[C:3]=1[CH:4]=[CH:5][CH:6]=[N:7]2. The catalyst is C(Cl)Cl. The reactants are [F:1][C:2]1[CH:11]=[CH:10][C:9]([NH2:12])=[C:8]2[C:3]=1[CH:4]=[CH:5][CH:6]=[N:7]2.[N+:13]([C:16]1[CH:21]=[CH:20][CH:19]=[CH:18][C:17]=1[S:22](Cl)(=[O:24])=[O:23])([O-:15])=[O:14].N1C=CC=CC=1. The yield is 0.630. (3) The reactants are C[O-].[Na+].O1CCCC1.[CH:9]1([CH2:13][N:14]([CH2:33][CH3:34])[C:15]2[C:24]([CH2:25][NH:26][C:27]3[CH:31]=[C:30]([CH3:32])[O:29][N:28]=3)=[CH:23][C:22]3[C:17](=[CH:18][CH:19]=[CH:20][CH:21]=3)[N:16]=2)[CH2:12][CH2:11][CH2:10]1.[F:35][C:36]([F:50])([F:49])[C:37]1[CH:38]=[C:39]([CH:42]=[C:43]([C:45]([F:48])([F:47])[F:46])[CH:44]=1)[CH2:40]Br. The catalyst is O.C(OCC)(=O)C. The product is [F:35][C:36]([F:49])([F:50])[C:37]1[CH:38]=[C:39]([CH:42]=[C:43]([C:45]([F:48])([F:46])[F:47])[CH:44]=1)[CH2:40][N:26]([CH2:25][C:24]1[C:15]([N:14]([CH2:13][CH:9]2[CH2:12][CH2:11][CH2:10]2)[CH2:33][CH3:34])=[N:16][C:17]2[C:22]([CH:23]=1)=[CH:21][CH:20]=[CH:19][CH:18]=2)[C:27]1[CH:31]=[C:30]([CH3:32])[O:29][N:28]=1. The yield is 0.200. (4) The reactants are [Br:1][C:2]1[CH:13]=[CH:12][C:5]([CH2:6][N:7]([CH3:11])[CH2:8][CH2:9]O)=[CH:4][CH:3]=1.O=S(Cl)[Cl:16]. The catalyst is C1(C)C=CC=CC=1. The product is [Br:1][C:2]1[CH:13]=[CH:12][C:5]([CH2:6][N:7]([CH3:11])[CH2:8][CH2:9][Cl:16])=[CH:4][CH:3]=1. The yield is 0.930. (5) The reactants are [NH2:1][C:2]1[CH:7]=[CH:6][C:5]([O:8][CH3:9])=[CH:4][C:3]=1[OH:10].[O:11](C(OC(C)(C)C)=O)[C:12]([O:14][C:15]([CH3:18])([CH3:17])[CH3:16])=O. The catalyst is C1COCC1. The product is [C:15]([O:14][C:12](=[O:11])[NH:1][C:2]1[CH:7]=[CH:6][C:5]([O:8][CH3:9])=[CH:4][C:3]=1[OH:10])([CH3:18])([CH3:17])[CH3:16]. The yield is 0.773. (6) The reactants are C1C(=O)N(OC(ON2C(=O)CCC2=O)=O)[C:3](=[O:4])C1.[NH2:19][C:20]1[CH:25]=[CH:24][CH:23]=[CH:22][C:21]=1[NH:26][C:27]([NH:29][C:30]1[CH:35]=[CH:34][CH:33]=[C:32]([C:36]([F:39])([F:38])[F:37])[CH:31]=1)=[S:28]. The catalyst is C(#N)C. The product is [F:38][C:36]([F:39])([F:37])[C:32]1[CH:31]=[C:30]([NH:29][C:27]([N:26]2[C:21]3[CH:22]=[CH:23][CH:24]=[CH:25][C:20]=3[NH:19][C:3]2=[O:4])=[S:28])[CH:35]=[CH:34][CH:33]=1. The yield is 0.480.